Task: Predict the product of the given reaction.. Dataset: Forward reaction prediction with 1.9M reactions from USPTO patents (1976-2016) (1) Given the reactants [OH-].[Na+].[Cl:3][C:4]1[CH:33]=[CH:32][C:7]([O:8][C:9]2[C:17]3[C:12](=[CH:13][CH:14]=[CH:15][C:16]=3[NH:18][S:19]([CH3:22])(=[O:21])=[O:20])[N:11]([CH2:23][C:24]([O:26]C(C)(C)C)=[O:25])[C:10]=2[CH3:31])=[CH:6][CH:5]=1.O, predict the reaction product. The product is: [Cl:3][C:4]1[CH:5]=[CH:6][C:7]([O:8][C:9]2[C:17]3[C:12](=[CH:13][CH:14]=[CH:15][C:16]=3[NH:18][S:19]([CH3:22])(=[O:20])=[O:21])[N:11]([CH2:23][C:24]([OH:26])=[O:25])[C:10]=2[CH3:31])=[CH:32][CH:33]=1. (2) Given the reactants [CH3:1][O:2][C:3](=[O:22])/[CH:4]=[CH:5]/[C:6]1[CH:7]=[C:8]2[C:18](=[CH:19][CH:20]=1)[O:17][C:11]1([CH2:16][CH2:15][NH:14][CH2:13][CH2:12]1)C[C:9]2=[O:21].COC(=O)/C=C/C1C=CC2OC3(CCN(C(OC(C)(C)C)=O)CC3)C(=O)C=2C=1, predict the reaction product. The product is: [CH3:1][O:2][C:3](=[O:22])/[CH:4]=[CH:5]/[C:6]1[CH:20]=[CH:19][C:18]2[O:17][C:11]3([CH2:16][CH2:15][NH:14][CH2:13][CH2:12]3)[C:9](=[O:21])[C:8]=2[CH:7]=1. (3) The product is: [O:67]1[C:68]2[C:69](=[N:70][CH:71]=[CH:72][CH:73]=2)[N:74]=[C:66]1[S:65][CH2:26][CH2:27][N:28]1[CH2:29][CH2:30][N:31]([CH2:34][C:35]([NH:37][C:38]2[C:39]([N:50]3[CH2:51][CH2:52][CH2:53][CH2:54]3)=[N:40][C:41]([CH3:49])=[CH:42][C:43]=2[N:44]2[CH2:45][CH2:46][CH2:47][CH2:48]2)=[O:36])[CH2:32][CH2:33]1. Given the reactants OCCN1CCN(CC(NC2C(SC)=NC(C)=CC=2SC)=O)CC1.O[CH2:26][CH2:27][N:28]1[CH2:33][CH2:32][N:31]([CH2:34][C:35]([NH:37][C:38]2[C:39]([N:50]3[CH2:54][CH2:53][CH2:52][CH2:51]3)=[N:40][C:41]([CH3:49])=[CH:42][C:43]=2[N:44]2[CH2:48][CH2:47][CH2:46][CH2:45]2)=[O:36])[CH2:30][CH2:29]1.SC1NC2C=CC=CC=2N=1.[SH:65][C:66]1[O:67][C:68]2[C:69]([N:74]=1)=[N:70][CH:71]=[CH:72][CH:73]=2, predict the reaction product.